Dataset: Retrosynthesis with 50K atom-mapped reactions and 10 reaction types from USPTO. Task: Predict the reactants needed to synthesize the given product. (1) Given the product NS(=O)(=O)Cc1cccc(Nc2ncnc(-c3ccc(F)cc3C(F)(F)F)n2)c1, predict the reactants needed to synthesize it. The reactants are: NS(=O)(=O)Cc1cccc(Nc2ncnc(Cl)n2)c1.OB(O)c1ccc(F)cc1C(F)(F)F. (2) Given the product Nc1ncc(-c2nc(N3CCOCC3)c3sc(-c4ccc(NCCOCCO)cc4)cc3n2)cn1, predict the reactants needed to synthesize it. The reactants are: CC1(C)OB(c2cnc(N)nc2)OC1(C)C.OCCOCCNc1ccc(-c2cc3nc(Cl)nc(N4CCOCC4)c3s2)cc1. (3) Given the product CC(=O)NC1CCN(c2cccc(Br)n2)CC1, predict the reactants needed to synthesize it. The reactants are: Brc1cccc(Br)n1.CC(=O)NC1CCNCC1. (4) Given the product CSc1ccc(-c2nc(C)sc2-c2ccc(Br)cc2)cc1, predict the reactants needed to synthesize it. The reactants are: CC(N)=S.CSc1ccc(C(=O)C(Br)c2ccc(Br)cc2)cc1. (5) Given the product COc1ccc([N+](=O)[O-])cc1N1CCC(N2CCN(C)CC2)CC1, predict the reactants needed to synthesize it. The reactants are: CN1CCNCC1.COc1ccc([N+](=O)[O-])cc1N1CCC(=O)CC1. (6) Given the product Cc1ccc(-c2ncccn2)[n+]([O-])c1, predict the reactants needed to synthesize it. The reactants are: Cc1ccc(-c2ncccn2)nc1.O=C(OO)c1cccc(Cl)c1. (7) The reactants are: C=CCc1c(OCCCOc2ccc(C(C)=O)c(O)c2CCC)ccc2oc(C(=O)OC)cc12. Given the product C=CCc1c(OCCCOc2ccc(C(C)=O)c(O)c2CCC)ccc2oc(C(=O)O)cc12, predict the reactants needed to synthesize it. (8) Given the product NC(=O)C1(C(=O)N(c2ccccc2)c2ccc(Oc3ccnc4cc(OCCCC5(O)CC5)ccc34)c(F)c2)CC1, predict the reactants needed to synthesize it. The reactants are: CS(=O)(=O)OCCCC1(O)CC1.NC(=O)C1(C(=O)N(c2ccccc2)c2ccc(Oc3ccnc4cc(O)ccc34)c(F)c2)CC1. (9) Given the product O=C1CCC(N2Cc3c(OCc4ccc(CN5CCN(CC(F)(F)F)CC5)cc4)cccc3C2=O)C(=O)N1, predict the reactants needed to synthesize it. The reactants are: FC(F)(F)CN1CCNCC1.O=C1CC[C@H](N2Cc3c(OCc4ccc(CBr)cc4)cccc3C2=O)C(=O)N1.